Task: Predict the reaction yield, written as a fraction of the theoretical maximum amount of product (1.0 means a 100% yield; for example, 0.34 means a 34% yield).. Dataset: Reaction yield outcomes from USPTO patents with 853,638 reactions (1) The reactants are [CH:1]([O:8][CH2:9][CH3:10])([O:5]CC)OCC.C(OC(=O)C)(=O)C.C([O:20][C:21](=O)[CH:22]([CH3:31])[C:23](=[O:30])[CH2:24][C:25](OCC)=O)C.[CH3:33][NH2:34]. The catalyst is C(OCC)C.O. The product is [CH2:9]([O:8][C:1]([C:24]1[C:23]([OH:30])=[C:22]([CH3:31])[C:21](=[O:20])[N:34]([CH3:33])[CH:25]=1)=[O:5])[CH3:10]. The yield is 0.550. (2) The reactants are [Cl:1][C:2]1[CH:8]=[CH:7][CH:6]=[CH:5][C:3]=1[NH2:4].[N:9]([O-])=O.[Na+].C([O-])(=O)C.[Na+].[C:18]([CH2:21][C:22](=[O:24])[CH3:23])(=[O:20])[CH3:19]. The catalyst is C(O)(=O)C.Cl.O.C(O)C. The product is [Cl:1][C:2]1[CH:8]=[CH:7][CH:6]=[CH:5][C:3]=1[NH:4][N:9]=[C:21]([C:22](=[O:24])[CH3:23])[C:18](=[O:20])[CH3:19]. The yield is 0.460. (3) The reactants are [N:1]1([C:7]([O:9][C:10]([CH3:13])([CH3:12])[CH3:11])=[O:8])[CH2:6][CH2:5][NH:4][CH2:3][CH2:2]1.[N:14]1([C:19](N2C=CN=C2)=[S:20])C=CN=C1.O.[NH2:27]N. The catalyst is C1COCC1. The product is [NH:14]([C:19]([N:4]1[CH2:5][CH2:6][N:1]([C:7]([O:9][C:10]([CH3:13])([CH3:12])[CH3:11])=[O:8])[CH2:2][CH2:3]1)=[S:20])[NH2:27]. The yield is 0.850. (4) The reactants are [C:1]([C:4]1[CH:12]=[C:11]2[C:7]([C:8]3[C:16]([C:17]4[CH:22]=[CH:21][CH:20]=[C:19]([N:23]5[C:32](=[O:33])[C:31]6[C:26](=[CH:27][CH:28]=[CH:29][CH:30]=6)[N:25]=[CH:24]5)[C:18]=4[CH3:34])=[CH:15][N:14]=[C:13]([C:35]([NH2:37])=[O:36])[C:9]=3[NH:10]2)=[CH:6][CH:5]=1)(=[O:3])[CH3:2].[BH4-].[Na+]. The catalyst is O1CCCC1.CO. The product is [OH:3][CH:1]([C:4]1[CH:12]=[C:11]2[C:7]([C:8]3[C:16]([C:17]4[CH:22]=[CH:21][CH:20]=[C:19]([N:23]5[C:32](=[O:33])[C:31]6[C:26](=[CH:27][CH:28]=[CH:29][CH:30]=6)[N:25]=[CH:24]5)[C:18]=4[CH3:34])=[CH:15][N:14]=[C:13]([C:35]([NH2:37])=[O:36])[C:9]=3[NH:10]2)=[CH:6][CH:5]=1)[CH3:2]. The yield is 0.235. (5) The product is [ClH:21].[NH2:7][CH2:8][C:9]1[CH:10]=[C:11]2[C:16](=[CH:17][CH:18]=1)[C:15]([NH2:19])=[N:14][CH:13]=[CH:12]2. The reactants are C(OC(=O)[NH:7][CH2:8][C:9]1[CH:10]=[C:11]2[C:16](=[CH:17][CH:18]=1)[C:15]([NH2:19])=[N:14][CH:13]=[CH:12]2)(C)(C)C.[ClH:21]. The catalyst is O1CCOCC1. The yield is 0.960. (6) The reactants are C([O:4][CH2:5][CH:6]([C:22]1[CH:27]=[CH:26][C:25](Br)=[CH:24][C:23]=1[F:29])[N:7]1[CH2:21][CH2:20][C:10]2([O:15][CH2:14][C:13](=[O:16])[N:12]([CH:17]3[CH2:19][CH2:18]3)[CH2:11]2)[CH2:9][CH2:8]1)(=O)C.CC1(C)C(C)(C)OB([C:38]2[CH:47]=[C:46]3[C:41]([CH:42]=[CH:43][CH:44]=[N:45]3)=[CH:40][CH:39]=2)O1.C(=O)([O-])[O-].[K+].[K+]. The catalyst is O1CCOCC1.C1C=CC(P(C2C=CC=CC=2)[C-]2C=CC=C2)=CC=1.C1C=CC(P(C2C=CC=CC=2)[C-]2C=CC=C2)=CC=1.Cl[Pd]Cl.[Fe+2].C(Cl)Cl. The product is [CH:17]1([N:12]2[CH2:11][C:10]3([CH2:9][CH2:8][N:7]([CH:6]([C:22]4[CH:27]=[CH:26][C:25]([C:38]5[CH:47]=[C:46]6[C:41]([CH:42]=[CH:43][CH:44]=[N:45]6)=[CH:40][CH:39]=5)=[CH:24][C:23]=4[F:29])[CH2:5][OH:4])[CH2:21][CH2:20]3)[O:15][CH2:14][C:13]2=[O:16])[CH2:18][CH2:19]1. The yield is 0.120. (7) The product is [F:1][C:2]1[CH:3]=[C:4]([C:9]2[CH:10]=[C:11]([CH2:20][O:21][S:22]([CH3:25])(=[O:24])=[O:23])[C:12](=[O:19])[N:13]([CH2:15][CH:16]([CH3:18])[CH3:17])[N:14]=2)[CH:5]=[CH:6][C:7]=1[F:26]. The yield is 0.814. The reactants are [F:1][C:2]1[CH:3]=[C:4]([C:9]2[CH:10]=[C:11]([CH2:20][O:21][S:22]([CH3:25])(=[O:24])=[O:23])[C:12](=[O:19])[N:13]([CH2:15][CH:16]([CH3:18])[CH3:17])[N:14]=2)[CH:5]=[CH:6][C:7]=1C.[F:26]C1C=C(C2C=C(CO)C(=O)N(CC(C)C)N=2)C=CC=1F. No catalyst specified. (8) The reactants are [Cl:1][CH2:2][C:3]([C:5]1[CH:11]=[CH:10][C:8](O)=[CH:7][C:6]=1[OH:12])=O.[C:13]1([CH:20]=[CH:19][CH:18]=[C:16](O)[CH:15]=1)O. The catalyst is CS(O)(=O)=O. The product is [Cl:1][CH2:2][CH:3]1[C:20]2[CH:19]=[CH:18][CH:16]=[CH:15][C:13]=2[O:12][C:6]2[C:5]1=[CH:11][CH:10]=[CH:8][CH:7]=2. The yield is 0.840. (9) The reactants are [Cl:1][C:2]1[C:3]([OH:24])=[C:4]([CH:11](O)[CH2:12][CH2:13][CH2:14][CH2:15][CH2:16][CH2:17][CH2:18][CH2:19][CH2:20][CH2:21][CH3:22])[C:5]([OH:10])=[C:6]([CH:9]=1)[CH:7]=[O:8].P(=O)(O)(O)O.[Cl-].[Na+]. The catalyst is C(O)(=O)C. The product is [Cl:1][C:2]1[C:3]([OH:24])=[C:4]([CH:11]=[CH:12][CH2:13][CH2:14][CH2:15][CH2:16][CH2:17][CH2:18][CH2:19][CH2:20][CH2:21][CH3:22])[C:5]([OH:10])=[C:6]([CH:9]=1)[CH:7]=[O:8]. The yield is 0.840.